This data is from Full USPTO retrosynthesis dataset with 1.9M reactions from patents (1976-2016). The task is: Predict the reactants needed to synthesize the given product. Given the product [N:10]1[CH:11]=[CH:12][CH:13]=[CH:14][C:9]=1[C:7]1[N:6]=[CH:5][N:4]=[C:3]([NH:16][NH2:17])[N:8]=1, predict the reactants needed to synthesize it. The reactants are: CS[C:3]1[N:8]=[C:7]([C:9]2[CH:14]=[CH:13][CH:12]=[CH:11][N:10]=2)[N:6]=[CH:5][N:4]=1.O.[NH2:16][NH2:17].